From a dataset of NCI-60 drug combinations with 297,098 pairs across 59 cell lines. Regression. Given two drug SMILES strings and cell line genomic features, predict the synergy score measuring deviation from expected non-interaction effect. (1) Synergy scores: CSS=1.30, Synergy_ZIP=-2.00, Synergy_Bliss=-1.52, Synergy_Loewe=-1.10, Synergy_HSA=-1.45. Drug 1: C1=NC2=C(N=C(N=C2N1C3C(C(C(O3)CO)O)F)Cl)N. Drug 2: C(CN)CNCCSP(=O)(O)O. Cell line: SF-295. (2) Drug 1: CC12CCC3C(C1CCC2O)C(CC4=C3C=CC(=C4)O)CCCCCCCCCS(=O)CCCC(C(F)(F)F)(F)F. Drug 2: C1CN(CCN1C(=O)CCBr)C(=O)CCBr. Cell line: A498. Synergy scores: CSS=9.97, Synergy_ZIP=-2.97, Synergy_Bliss=-1.49, Synergy_Loewe=-3.16, Synergy_HSA=-2.32.